From a dataset of Drug-target binding data from BindingDB using Ki measurements. Regression. Given a target protein amino acid sequence and a drug SMILES string, predict the binding affinity score between them. We predict pKi (pKi = -log10(Ki in M); higher means stronger inhibition). Dataset: bindingdb_ki. (1) The drug is COc1cc(-c2ccc(-c3[nH]nc4c3Cc3cc(C(=O)NC5CCC(O)CC5)ccc3-4)cc2)ccc1O. The target protein sequence is AVPFVEDWDLVQTLGEGAYGEVQLAVNRVTEEAVAVKIVDMKRAVDCPENIKKEICINKMLNHENVVKFYGHRREGNIQYLFLEYCSGGELFDRIEPDIGMPEPDAQRFFHQLMAGVVYLHGIGITHRDIKPENLLLDERDNLKISDFGLATVFRYNNRERLLNKMCGTLPYVAPELLKRREFHAEPVDVWSCGIVLTAMLAGELPWDQPSDSCQEYSDWKEKKTYLNPWKKIDSAPLALLHKILVENPSARITIPDIKKDRWYNKPLKKGAKRPRVTS. The pKi is 7.7. (2) The small molecule is CC1=Nc2ccc(Cl)cc2C(c2ccc(C)cc2)N1CCCN(C)C. The target protein sequence is MSKIFDLVVIGAGSGGLEAGWNAATLYKKRVAVIDVQTHHGPPHYAALGGTCVNVGCVPKKLMVTGAQYMDHLRESAGFGWEFDGSSVKANWKKLIAAKNEAVLDINKSYEGMFNDTEGLDFFLGWGSLESKNVVVVRETADPKSAVKERLQADHILLATGSWPQMPAIPGVEHCISSNEAFYLPEPPRRVLTVGGGFISVEFAGIFNAYKPPGGKVTLCYRNNLILRGFDETIREEVTKQLTANGIEIMTNENPAKVSLNTDGSKHVTFESGKTLDVDVVMMAIGRIPRTNDLQLGNVGVKLTPKGGVQVDEFSRTNVPNIYAIGDITDRLMLTPVAINEGAALVDTVFGNKPRKTDHTRVASAVFSIPPIGTCGLIEEVAAKEFEKVAVYMSSFTPLMHNISGSKYKKFVAKIVTNHSDGTVLGVHLLGDGAPEIIQAVGVCLRLNAKISDFYNTIGVHPTSAEELCSMRTPSYYYLKGEKMETLPESSL. The pKi is 5.8.